This data is from Retrosynthesis with 50K atom-mapped reactions and 10 reaction types from USPTO. The task is: Predict the reactants needed to synthesize the given product. (1) Given the product Cc1ccc(-c2nc3c(nc2-c2ccc(C)cc2)NCC(O)C3)cc1, predict the reactants needed to synthesize it. The reactants are: Cc1ccc(-c2nc3c(nc2-c2ccc(C)cc2)N(C(=O)OC(C)(C)C)CC(O)C3)cc1. (2) The reactants are: CCn1nc(C)cc1N.CNC(=O)c1cc(F)ccc1Nc1cc(Cl)ncc1Cl. Given the product CCn1nc(C)cc1Nc1cc(Nc2ccc(F)cc2C(=O)NC)c(Cl)cn1, predict the reactants needed to synthesize it. (3) Given the product COC(=O)c1ccccc1-c1ccc(CNC(=O)C2(O)CC2)cc1, predict the reactants needed to synthesize it. The reactants are: COC(=O)c1ccccc1-c1ccc(CN)cc1.O=C(O)C1(O)CC1. (4) The reactants are: CC(C)(C)OC(=O)NC1Cc2cnc(CNC(=O)OCc3ccccc3)cc2C1. Given the product NC1Cc2cnc(CNC(=O)OCc3ccccc3)cc2C1, predict the reactants needed to synthesize it.